This data is from Reaction yield outcomes from USPTO patents with 853,638 reactions. The task is: Predict the reaction yield, written as a fraction of the theoretical maximum amount of product (1.0 means a 100% yield; for example, 0.34 means a 34% yield). The reactants are [CH3:1][O:2][C:3](=[O:39])[CH2:4][CH2:5][C@@H:6]1[C@@H:10]([O:11][CH3:12])[C@@H:9]([O:13][Si](C(C)(C)C)(C)C)[C@H:8]([N:21]2[CH:29]=[N:28][C:27]3[C:22]2=[N:23][CH:24]=[N:25][C:26]=3[NH:30][C:31](=[O:38])[C:32]2[CH:37]=[CH:36][CH:35]=[CH:34][CH:33]=2)[O:7]1.CCCC[N+](CCCC)(CCCC)CCCC.[F-]. The catalyst is C1COCC1. The product is [CH3:1][O:2][C:3](=[O:39])[CH2:4][CH2:5][C@@H:6]1[C@@H:10]([O:11][CH3:12])[C@@H:9]([OH:13])[C@H:8]([N:21]2[CH:29]=[N:28][C:27]3[C:22]2=[N:23][CH:24]=[N:25][C:26]=3[NH:30][C:31](=[O:38])[C:32]2[CH:37]=[CH:36][CH:35]=[CH:34][CH:33]=2)[O:7]1. The yield is 0.690.